Dataset: Oral bioavailability binary classification data from Ma et al.. Task: Regression/Classification. Given a drug SMILES string, predict its absorption, distribution, metabolism, or excretion properties. Task type varies by dataset: regression for continuous measurements (e.g., permeability, clearance, half-life) or binary classification for categorical outcomes (e.g., BBB penetration, CYP inhibition). Dataset: bioavailability_ma. The compound is COc1ccc([C@@H]2Sc3ccccc3N(CCN(C)C)C(=O)[C@@H]2OC(C)=O)cc1. The result is 1 (high bioavailability).